This data is from Microsomal clearance measurements from AstraZeneca. The task is: Regression/Classification. Given a drug SMILES string, predict its absorption, distribution, metabolism, or excretion properties. Task type varies by dataset: regression for continuous measurements (e.g., permeability, clearance, half-life) or binary classification for categorical outcomes (e.g., BBB penetration, CYP inhibition). For this dataset (clearance_microsome_az), we predict log10(clearance) (log10 of the in vitro intrinsic clearance, CLint, in uL/min per mg of human liver microsomal protein, equivalently mL/min/g; values are censored to the assay range of 3 to 150, which is 0.477 to 2.18 on this log10 scale). The molecule is CCS(=O)(=O)c1ccc(-c2cc(C(F)(F)F)ccc2CCC(=O)O)c(C)c1. The log10(clearance) is 0.480.